From a dataset of Full USPTO retrosynthesis dataset with 1.9M reactions from patents (1976-2016). Predict the reactants needed to synthesize the given product. (1) Given the product [CH3:1][O:2][C:3](=[O:29])[C:4]1[CH:9]=[CH:8][C:7]([CH2:10][N:11]([CH2:22][C:23]2[CH:28]=[CH:27][CH:26]=[CH:25][CH:24]=2)[S:12]([C:15]2[CH:20]=[CH:19][C:18]([O:45][CH2:44][CH3:43])=[CH:17][CH:16]=2)(=[O:14])=[O:13])=[CH:6][CH:5]=1, predict the reactants needed to synthesize it. The reactants are: [CH3:1][O:2][C:3](=[O:29])[C:4]1[CH:9]=[CH:8][C:7]([CH2:10][N:11]([CH2:22][C:23]2[CH:28]=[CH:27][CH:26]=[CH:25][CH:24]=2)[S:12]([C:15]2[CH:20]=[CH:19][C:18](Cl)=[CH:17][CH:16]=2)(=[O:14])=[O:13])=[CH:6][CH:5]=1.Cl.C(NCC1C=C[C:43]([C:44](OC)=[O:45])=CC=1)C1C=CC=CC=1.C(OC1C=CC(S(Cl)(=O)=O)=CC=1)C. (2) Given the product [NH2:22][C:13]1[S:12][C:16]2[CH:17]=[C:18]([NH:21][C:10]([NH:9][C:1](=[O:8])[C:2]3[CH:7]=[CH:6][CH:5]=[CH:4][CH:3]=3)=[S:11])[CH:19]=[CH:20][C:15]=2[N:14]=1, predict the reactants needed to synthesize it. The reactants are: [C:1]([N:9]=[C:10]=[S:11])(=[O:8])[C:2]1[CH:7]=[CH:6][CH:5]=[CH:4][CH:3]=1.[S:12]1[C:16]2[CH:17]=[C:18]([NH2:21])[CH:19]=[CH:20][C:15]=2[N:14]=[C:13]1[NH2:22]. (3) The reactants are: [C:1]1([C:20]2[CH:25]=[CH:24][CH:23]=[CH:22][CH:21]=2)[CH:6]=[CH:5][C:4]([C:7]([CH2:9][S:10]([CH2:13][CH2:14][CH2:15][CH2:16][C:17](O)=[O:18])(=[O:12])=[O:11])=[O:8])=[CH:3][CH:2]=1.[NH2:26][OH:27].Cl. Given the product [OH:27][NH:26][C:17](=[O:18])[CH2:16][CH2:15][CH2:14][CH2:13][S:10]([CH2:9][C:7]([C:4]1[CH:5]=[CH:6][C:1]([C:20]2[CH:25]=[CH:24][CH:23]=[CH:22][CH:21]=2)=[CH:2][CH:3]=1)=[O:8])(=[O:12])=[O:11], predict the reactants needed to synthesize it. (4) Given the product [Si:24]([O:13][CH2:12][C@@H:4]1[C@@H:3]([OH:14])[C@H:2]([OH:1])[C@H:7]2[NH:8][C:9](=[O:11])[O:10][C@H:6]2[CH2:5]1)([C:21]([CH3:23])([CH3:22])[CH3:20])([CH3:26])[CH3:25], predict the reactants needed to synthesize it. The reactants are: [OH:1][C@@H:2]1[C@H:7]2[NH:8][C:9](=[O:11])[O:10][C@H:6]2[CH2:5][C@H:4]([CH2:12][OH:13])[C@H:3]1[OH:14].N1C=CN=C1.[CH3:20][C:21]([Si:24](Cl)([CH3:26])[CH3:25])([CH3:23])[CH3:22].